This data is from Forward reaction prediction with 1.9M reactions from USPTO patents (1976-2016). The task is: Predict the product of the given reaction. (1) Given the reactants [Cl:1][C:2]1[CH:26]=[CH:25][CH:24]=[CH:23][C:3]=1[CH2:4][NH:5][C:6](=[O:22])[C:7]([CH3:21])([CH3:20])[CH2:8][N:9]1C(=O)C2C(=CC=CC=2)C1=O.NN, predict the reaction product. The product is: [NH2:9][CH2:8][C:7]([CH3:21])([CH3:20])[C:6]([NH:5][CH2:4][C:3]1[CH:23]=[CH:24][CH:25]=[CH:26][C:2]=1[Cl:1])=[O:22]. (2) Given the reactants FC(F)(F)S(O)(=O)=O.[N+:9]([O-:12])(O)=[O:10].CCOC(C)=O.[F:19][C:20]([F:36])([F:35])[C:21]([N:23]1[CH2:29][CH:28]2[CH2:30][CH:25]([C:26]3[CH:34]=[CH:33][CH:32]=[CH:31][C:27]=32)[CH2:24]1)=[O:22], predict the reaction product. The product is: [N+:9]([C:33]1[CH:32]=[CH:31][C:27]2[CH:28]3[CH2:30][CH:25]([C:26]=2[CH:34]=1)[CH2:24][N:23]([C:21](=[O:22])[C:20]([F:35])([F:19])[F:36])[CH2:29]3)([O-:12])=[O:10]. (3) Given the reactants [N:1]12[CH2:8][CH2:7][N:4]([CH2:5][CH2:6]1)[CH2:3][CH:2]2[CH2:9][NH:10][C:11]1[N:12]=[CH:13][C:14]([C:17]2[N:18]=[C:19]([N:27]3[CH2:32][CH2:31][C@@H:30]([NH:33][C:34]([C:36]4[NH:37][C:38]([CH3:43])=[C:39]([Cl:42])[C:40]=4[Cl:41])=[O:35])[C@@H:29]([O:44][CH3:45])[CH2:28]3)[S:20][C:21]=2[C:22]([O:24]CC)=[O:23])=[N:15][CH:16]=1.O.[OH-].[Li+], predict the reaction product. The product is: [N:1]12[CH2:8][CH2:7][N:4]([CH2:5][CH2:6]1)[CH2:3][CH:2]2[CH2:9][NH:10][C:11]1[N:12]=[CH:13][C:14]([C:17]2[N:18]=[C:19]([N:27]3[CH2:32][CH2:31][C@@H:30]([NH:33][C:34]([C:36]4[NH:37][C:38]([CH3:43])=[C:39]([Cl:42])[C:40]=4[Cl:41])=[O:35])[C@@H:29]([O:44][CH3:45])[CH2:28]3)[S:20][C:21]=2[C:22]([OH:24])=[O:23])=[N:15][CH:16]=1. (4) Given the reactants [CH3:1][C:2]([C:4]1[CH:9]=[C:8]([F:10])[CH:7]=[CH:6][C:5]=1Br)=[O:3].[F:12][C:13]1[CH:18]=[C:17]([F:19])[CH:16]=[CH:15][C:14]=1B(O)O.ClCCl.[OH-].[Na+], predict the reaction product. The product is: [F:12][C:13]1[CH:18]=[C:17]([F:19])[CH:16]=[CH:15][C:14]=1[C:5]1[CH:6]=[CH:7][C:8]([F:10])=[CH:9][C:4]=1[C:2](=[O:3])[CH3:1]. (5) Given the reactants [Cl:1][C:2]1[C:3]([O:12][C:13]2[CH:18]=[C:17]([O:19][CH2:20][CH2:21][N:22]3[CH2:26][CH2:25][CH2:24][C:23]3=[O:27])[CH:16]=[CH:15][C:14]=2[CH2:28][CH2:29][C:30](O)=[O:31])=[N:4][CH:5]=[C:6]([C:8]([F:11])([F:10])[F:9])[CH:7]=1.[CH2:33]([S:38]([NH2:41])(=[O:40])=[O:39])[CH2:34][CH2:35][CH2:36][CH3:37].N12CCCN=C1CCCCC2.[Cl-].[NH4+], predict the reaction product. The product is: [Cl:1][C:2]1[C:3]([O:12][C:13]2[CH:18]=[C:17]([O:19][CH2:20][CH2:21][N:22]3[CH2:26][CH2:25][CH2:24][C:23]3=[O:27])[CH:16]=[CH:15][C:14]=2[CH2:28][CH2:29][C:30]([NH:41][S:38]([CH2:33][CH2:34][CH2:35][CH2:36][CH3:37])(=[O:40])=[O:39])=[O:31])=[N:4][CH:5]=[C:6]([C:8]([F:11])([F:10])[F:9])[CH:7]=1.